Dataset: M1 muscarinic receptor antagonist screen with 61,756 compounds. Task: Binary Classification. Given a drug SMILES string, predict its activity (active/inactive) in a high-throughput screening assay against a specified biological target. (1) The compound is Brc1cc(c(NC(=O)CCCC)cc1)C(O)=O. The result is 0 (inactive). (2) The compound is s1c(nnc1NC(=O)CN1C(=O)c2c(C1=O)cccc2)C(C)C. The result is 0 (inactive). (3) The compound is Clc1cc(N2CN3C(SC2)=C(C(CC3=O)c2c(OC)ccc(OC)c2)C#N)ccc1. The result is 0 (inactive). (4) The compound is S(c1n(c2ccc(cc2)C)c(nn1)c1sccc1)CC(=O)Nc1cc2OCOc2cc1. The result is 0 (inactive).